This data is from Reaction yield outcomes from USPTO patents with 853,638 reactions. The task is: Predict the reaction yield, written as a fraction of the theoretical maximum amount of product (1.0 means a 100% yield; for example, 0.34 means a 34% yield). (1) The reactants are [Cl:1][C:2]1[CH:7]=[C:6](Cl)[N:5]=[C:4]([CH2:9][N:10]2[C:18](=[O:19])[C:17]3[C:12](=[CH:13][CH:14]=[CH:15][CH:16]=3)[C:11]2=[O:20])[CH:3]=1.[CH:21]1(B(O)O)[CH2:23][CH2:22]1.C(Cl)Cl.C(=O)([O-])[O-].[K+].[K+]. The catalyst is O1CCOCC1.C1C=CC(P(C2C=CC=CC=2)[C-]2C=CC=C2)=CC=1.C1C=CC(P(C2C=CC=CC=2)[C-]2C=CC=C2)=CC=1.Cl[Pd]Cl.[Fe+2]. The product is [Cl:1][C:2]1[CH:7]=[C:6]([CH:21]2[CH2:23][CH2:22]2)[N:5]=[C:4]([CH2:9][N:10]2[C:18](=[O:19])[C:17]3[C:12](=[CH:13][CH:14]=[CH:15][CH:16]=3)[C:11]2=[O:20])[CH:3]=1. The yield is 0.690. (2) The reactants are [OH-].[K+].C([O:5][C:6](=[O:32])[CH2:7][CH:8]([C:12]1[CH:17]=[CH:16][C:15]([O:18][CH2:19][C:20]2[C:24]([CH3:25])=[N:23][N:22]([C:26]3[CH:31]=[CH:30][CH:29]=[CH:28][CH:27]=3)[N:21]=2)=[CH:14][CH:13]=1)[C:9]#[C:10][CH3:11])C.O.Cl. The catalyst is CCO. The product is [CH3:25][C:24]1[C:20]([CH2:19][O:18][C:15]2[CH:14]=[CH:13][C:12]([CH:8]([C:9]#[C:10][CH3:11])[CH2:7][C:6]([OH:32])=[O:5])=[CH:17][CH:16]=2)=[N:21][N:22]([C:26]2[CH:27]=[CH:28][CH:29]=[CH:30][CH:31]=2)[N:23]=1. The yield is 0.950. (3) The reactants are [CH2:1]([O:8][C:9]1[CH:10]=[C:11]2[C:16](=[C:17]([C:19]#[N:20])[CH:18]=1)[N:15]=[CH:14][N:13]=[C:12]2[NH:21][CH2:22][C:23]1[CH:28]=[CH:27][C:26]([C:29]([F:32])([F:31])[F:30])=[CH:25][CH:24]=1)[C:2]1[CH:7]=[CH:6][CH:5]=[CH:4][CH:3]=1.C([O-])([O-])=[O:34].[K+].[K+].OO. The catalyst is CS(C)=O.O. The product is [CH2:1]([O:8][C:9]1[CH:10]=[C:11]2[C:16](=[C:17]([C:19]([NH2:20])=[O:34])[CH:18]=1)[N:15]=[CH:14][N:13]=[C:12]2[NH:21][CH2:22][C:23]1[CH:24]=[CH:25][C:26]([C:29]([F:31])([F:32])[F:30])=[CH:27][CH:28]=1)[C:2]1[CH:7]=[CH:6][CH:5]=[CH:4][CH:3]=1. The yield is 0.860. (4) The reactants are [CH3:1][O:2][C:3]1[CH:4]=[C:5]([CH:11]2[CH2:16][CH:15]([C:17]([F:20])([F:19])[F:18])[N:14]3[N:21]=[C:22]([C:24]4[CH:25]=[C:26]([CH:30]=[CH:31][CH:32]=4)[C:27](O)=[O:28])[CH:23]=[C:13]3[NH:12]2)[CH:6]=[CH:7][C:8]=1[O:9][CH3:10].[CH3:33][C@@H:34]1[CH2:39][NH:38][CH2:37][C@H:36]([NH:40][C:41](=[O:47])[O:42][C:43]([CH3:46])([CH3:45])[CH3:44])[CH2:35]1. The yield is 0.610. The product is [CH3:1][O:2][C:3]1[CH:4]=[C:5]([CH:11]2[CH2:16][CH:15]([C:17]([F:20])([F:18])[F:19])[N:14]3[N:21]=[C:22]([C:24]4[CH:25]=[C:26]([CH:30]=[CH:31][CH:32]=4)[C:27]([N:38]4[CH2:39][C@@H:34]([CH3:33])[CH2:35][C@@H:36]([NH:40][C:41](=[O:47])[O:42][C:43]([CH3:46])([CH3:45])[CH3:44])[CH2:37]4)=[O:28])[CH:23]=[C:13]3[NH:12]2)[CH:6]=[CH:7][C:8]=1[O:9][CH3:10]. No catalyst specified.